Dataset: CYP2C19 inhibition data for predicting drug metabolism from PubChem BioAssay. Task: Regression/Classification. Given a drug SMILES string, predict its absorption, distribution, metabolism, or excretion properties. Task type varies by dataset: regression for continuous measurements (e.g., permeability, clearance, half-life) or binary classification for categorical outcomes (e.g., BBB penetration, CYP inhibition). Dataset: cyp2c19_veith. The compound is O=C(O)[C@H]([C@H]1NCCS1)N1Cc2ccccc2C1. The result is 0 (non-inhibitor).